Dataset: Forward reaction prediction with 1.9M reactions from USPTO patents (1976-2016). Task: Predict the product of the given reaction. (1) Given the reactants [H-].[Na+].C(OP([CH2:11][C:12]([O:14][C:15]([CH3:18])([CH3:17])[CH3:16])=[O:13])(OCC)=O)C.[Br:19][C:20]1[CH:27]=[CH:26][C:23]([CH:24]=O)=[CH:22][CH:21]=1.[CH2:28]1COCC1, predict the reaction product. The product is: [Br:19][C:20]1[CH:27]=[CH:26][C:23](/[CH:24]=[CH:11]/[C:12]([O:14][C:15]([CH3:16])([CH3:17])[CH3:18])=[O:13])=[CH:22][CH:21]=1.[Br:19][C:20]1[CH:27]=[CH:26][C:23]([C@@H:24]2[CH2:28][C@H:11]2[C:12]([O:14][C:15]([CH3:16])([CH3:17])[CH3:18])=[O:13])=[CH:22][CH:21]=1. (2) Given the reactants [C:1]1([C:7]2[N:12]=[C:11](C3C=CC=CC=3)[N:10]=[C:9]([C:19]3[CH:24]=[C:23](C4C5C(C6C=CC=CC=6C=4)=CC=CC=5)[CH:22]=[C:21](B4OC(C)(C)C(C)(C)O4)[CH:20]=3)[N:8]=2)[CH:6]=[CH:5][CH:4]=[CH:3][CH:2]=1.ClC1N=C(C)C=C(C)N=1.P([O-])([O-])([O-])=O.[K+].[K+].[K+], predict the reaction product. The product is: [C:1]1([C:7]2[N:8]=[C:9]([C:19]3[CH:20]=[CH:21][CH:22]=[CH:23][CH:24]=3)[N:10]=[CH:11][N:12]=2)[CH:6]=[CH:5][CH:4]=[CH:3][CH:2]=1. (3) Given the reactants [CH2:1]1[CH:6]2[CH2:7][C:8]3([NH2:11])[CH2:10][CH:4]([CH2:5]2)[CH2:3][CH:2]1[CH2:9]3.[S:12]1[CH:16]=[CH:15][CH:14]=[C:13]1[C:17]1[O:21][N:20]=[C:19]([CH:22]=O)[CH:18]=1, predict the reaction product. The product is: [S:12]1[CH:16]=[CH:15][CH:14]=[C:13]1[C:17]1[O:21][N:20]=[C:19]([CH2:22][NH:11][C:8]23[CH2:10][CH:4]4[CH2:5][CH:6]([CH2:1][CH:2]([CH2:3]4)[CH2:9]2)[CH2:7]3)[CH:18]=1. (4) Given the reactants [CH3:1][C:2]1[CH:7]=[C:6]([CH3:8])[N:5]=[C:4]([N:9]2[CH2:16][CH:15]3[CH:11]([CH2:12][NH:13][CH2:14]3)[CH2:10]2)[N:3]=1.CC(O)=O.[CH3:21][C:22]1[N:27]=[C:26]([C:28](O)=[O:29])[C:25]([C:31]2[O:32][C:33]([CH3:36])=[CH:34][N:35]=2)=[CH:24][CH:23]=1, predict the reaction product. The product is: [CH3:1][C:2]1[CH:7]=[C:6]([CH3:8])[N:5]=[C:4]([N:9]2[CH2:16][CH:15]3[CH:11]([CH2:12][N:13]([C:28]([C:26]4[C:25]([C:31]5[O:32][C:33]([CH3:36])=[CH:34][N:35]=5)=[CH:24][CH:23]=[C:22]([CH3:21])[N:27]=4)=[O:29])[CH2:14]3)[CH2:10]2)[N:3]=1. (5) Given the reactants C1COCC1.Cl[C:7]1[C:12]([Cl:13])=[CH:11][C:10]([C:14]([F:17])([F:16])[F:15])=[CH:9][N:8]=1.[H-].[Na+].[CH3:20][O:21][N:22]=[C:23]([C:32]1[O:36][N:35]=[C:34]([CH3:37])[CH:33]=1)[C:24]1[CH:29]=[CH:28][CH:27]=[CH:26][C:25]=1[CH2:30][OH:31], predict the reaction product. The product is: [CH3:20][O:21][N:22]=[C:23]([C:32]1[O:36][N:35]=[C:34]([CH3:37])[CH:33]=1)[C:24]1[CH:29]=[CH:28][CH:27]=[CH:26][C:25]=1[CH2:30][O:31][C:7]1[C:12]([Cl:13])=[CH:11][C:10]([C:14]([F:17])([F:16])[F:15])=[CH:9][N:8]=1. (6) Given the reactants Br[C:2]1[CH:3]=[C:4]([C:8]2([C:11]#[N:12])[CH2:10][CH2:9]2)[CH:5]=[N:6][CH:7]=1.[B:13]1([B:13]2[O:17][C:16]([CH3:19])([CH3:18])[C:15]([CH3:21])([CH3:20])[O:14]2)[O:17][C:16]([CH3:19])([CH3:18])[C:15]([CH3:21])([CH3:20])[O:14]1.C([O-])(=O)C.[K+], predict the reaction product. The product is: [CH3:20][C:15]1([CH3:21])[C:16]([CH3:19])([CH3:18])[O:17][B:13]([C:2]2[CH:3]=[C:4]([C:8]3([C:11]#[N:12])[CH2:10][CH2:9]3)[CH:5]=[N:6][CH:7]=2)[O:14]1.